This data is from NCI-60 drug combinations with 297,098 pairs across 59 cell lines. The task is: Regression. Given two drug SMILES strings and cell line genomic features, predict the synergy score measuring deviation from expected non-interaction effect. (1) Drug 2: B(C(CC(C)C)NC(=O)C(CC1=CC=CC=C1)NC(=O)C2=NC=CN=C2)(O)O. Drug 1: CC1CCC2CC(C(=CC=CC=CC(CC(C(=O)C(C(C(=CC(C(=O)CC(OC(=O)C3CCCCN3C(=O)C(=O)C1(O2)O)C(C)CC4CCC(C(C4)OC)OCCO)C)C)O)OC)C)C)C)OC. Cell line: NCI-H522. Synergy scores: CSS=55.2, Synergy_ZIP=-0.713, Synergy_Bliss=1.02, Synergy_Loewe=-13.4, Synergy_HSA=0.866. (2) Drug 1: CS(=O)(=O)CCNCC1=CC=C(O1)C2=CC3=C(C=C2)N=CN=C3NC4=CC(=C(C=C4)OCC5=CC(=CC=C5)F)Cl. Drug 2: C1C(C(OC1N2C=NC(=NC2=O)N)CO)O. Cell line: HOP-92. Synergy scores: CSS=15.2, Synergy_ZIP=-3.43, Synergy_Bliss=-0.572, Synergy_Loewe=-0.370, Synergy_HSA=-0.789. (3) Drug 1: CCC1=CC2CC(C3=C(CN(C2)C1)C4=CC=CC=C4N3)(C5=C(C=C6C(=C5)C78CCN9C7C(C=CC9)(C(C(C8N6C)(C(=O)OC)O)OC(=O)C)CC)OC)C(=O)OC.C(C(C(=O)O)O)(C(=O)O)O. Drug 2: CS(=O)(=O)CCNCC1=CC=C(O1)C2=CC3=C(C=C2)N=CN=C3NC4=CC(=C(C=C4)OCC5=CC(=CC=C5)F)Cl. Cell line: NCIH23. Synergy scores: CSS=47.5, Synergy_ZIP=4.58, Synergy_Bliss=4.69, Synergy_Loewe=-25.4, Synergy_HSA=3.92. (4) Drug 1: CCCS(=O)(=O)NC1=C(C(=C(C=C1)F)C(=O)C2=CNC3=C2C=C(C=N3)C4=CC=C(C=C4)Cl)F. Drug 2: CNC(=O)C1=CC=CC=C1SC2=CC3=C(C=C2)C(=NN3)C=CC4=CC=CC=N4. Cell line: IGROV1. Synergy scores: CSS=4.40, Synergy_ZIP=-1.02, Synergy_Bliss=2.64, Synergy_Loewe=1.46, Synergy_HSA=1.31. (5) Drug 1: C1CC(=O)NC(=O)C1N2CC3=C(C2=O)C=CC=C3N. Drug 2: N.N.Cl[Pt+2]Cl. Cell line: M14. Synergy scores: CSS=-1.29, Synergy_ZIP=0.346, Synergy_Bliss=-0.983, Synergy_Loewe=-2.53, Synergy_HSA=-3.14. (6) Drug 1: C1=CC(=CC=C1CCC2=CNC3=C2C(=O)NC(=N3)N)C(=O)NC(CCC(=O)O)C(=O)O. Drug 2: C1CC(=O)NC(=O)C1N2C(=O)C3=CC=CC=C3C2=O. Cell line: LOX IMVI. Synergy scores: CSS=42.6, Synergy_ZIP=2.13, Synergy_Bliss=0.107, Synergy_Loewe=-32.9, Synergy_HSA=-0.608. (7) Drug 2: C1=CC(=CC=C1CC(C(=O)O)N)N(CCCl)CCCl.Cl. Drug 1: CC(CN1CC(=O)NC(=O)C1)N2CC(=O)NC(=O)C2. Synergy scores: CSS=29.5, Synergy_ZIP=3.61, Synergy_Bliss=9.60, Synergy_Loewe=8.88, Synergy_HSA=10.9. Cell line: MDA-MB-231. (8) Drug 1: CC(CN1CC(=O)NC(=O)C1)N2CC(=O)NC(=O)C2. Drug 2: C1CCC(C(C1)N)N.C(=O)(C(=O)[O-])[O-].[Pt+4]. Cell line: BT-549. Synergy scores: CSS=2.68, Synergy_ZIP=-5.99, Synergy_Bliss=-8.37, Synergy_Loewe=-8.52, Synergy_HSA=-6.85. (9) Drug 2: C(CN)CNCCSP(=O)(O)O. Drug 1: CC1=C2C(C(=O)C3(C(CC4C(C3C(C(C2(C)C)(CC1OC(=O)C(C(C5=CC=CC=C5)NC(=O)OC(C)(C)C)O)O)OC(=O)C6=CC=CC=C6)(CO4)OC(=O)C)O)C)O. Synergy scores: CSS=2.21, Synergy_ZIP=-1.07, Synergy_Bliss=-2.50, Synergy_Loewe=-1.55, Synergy_HSA=-2.94. Cell line: EKVX.